The task is: Regression. Given a peptide amino acid sequence and an MHC pseudo amino acid sequence, predict their binding affinity value. This is MHC class I binding data.. This data is from Peptide-MHC class I binding affinity with 185,985 pairs from IEDB/IMGT. (1) The MHC is HLA-A02:01 with pseudo-sequence HLA-A02:01. The binding affinity (normalized) is 0. The peptide sequence is TTELRTFSI. (2) The peptide sequence is MAVHCMNF. The MHC is Mamu-A01 with pseudo-sequence Mamu-A01. The binding affinity (normalized) is 0.332. (3) The peptide sequence is FPIPTEVVA. The MHC is HLA-A02:19 with pseudo-sequence HLA-A02:19. The binding affinity (normalized) is 0.0847. (4) The peptide sequence is QTDDGVRFT. The binding affinity (normalized) is 0.0847. The MHC is HLA-A24:03 with pseudo-sequence HLA-A24:03.